From a dataset of Catalyst prediction with 721,799 reactions and 888 catalyst types from USPTO. Predict which catalyst facilitates the given reaction. (1) Reactant: [CH:1]1([CH2:4][N:5]2[C:9]3[CH:10]=[CH:11][C:12]([C:18]4[CH:19]=[CH:20][C:21]([CH:25]=[O:26])=[N:22][C:23]=4[F:24])=[C:13]([C:14]([F:17])([F:16])[F:15])[C:8]=3[N:7]=[N:6]2)[CH2:3][CH2:2]1.[BH4-].[Na+]. Product: [CH:1]1([CH2:4][N:5]2[C:9]3[CH:10]=[CH:11][C:12]([C:18]4[CH:19]=[CH:20][C:21]([CH2:25][OH:26])=[N:22][C:23]=4[F:24])=[C:13]([C:14]([F:16])([F:15])[F:17])[C:8]=3[N:7]=[N:6]2)[CH2:3][CH2:2]1. The catalyst class is: 96. (2) Reactant: F[C:2]1[CH:7]=[CH:6][C:5]([N+:8]([O-:10])=[O:9])=[CH:4][CH:3]=1.[NH:11]1[CH2:16][CH2:15][O:14][CH:13]([CH2:17][CH2:18][OH:19])[CH2:12]1.C(N(CC)C(C)C)(C)C. Product: [N+:8]([C:5]1[CH:6]=[CH:7][C:2]([N:11]2[CH2:16][CH2:15][O:14][CH:13]([CH2:17][CH2:18][OH:19])[CH2:12]2)=[CH:3][CH:4]=1)([O-:10])=[O:9]. The catalyst class is: 10. (3) Reactant: C(OC([N:8]1[CH2:13][CH2:12][N:11]([CH2:14][CH2:15][NH:16][C:17]2[C:18]3[C:25]([C:26]4[CH:31]=[CH:30][CH:29]=[CH:28][CH:27]=4)=[C:24]([C:32]4[CH:37]=[CH:36][CH:35]=[CH:34][CH:33]=4)[O:23][C:19]=3[N:20]=[CH:21][N:22]=2)[CH2:10][CH2:9]1)=O)(C)(C)C. Product: [C:26]1([C:25]2[C:18]3[C:17]([NH:16][CH2:15][CH2:14][N:11]4[CH2:10][CH2:9][NH:8][CH2:13][CH2:12]4)=[N:22][CH:21]=[N:20][C:19]=3[O:23][C:24]=2[C:32]2[CH:37]=[CH:36][CH:35]=[CH:34][CH:33]=2)[CH:27]=[CH:28][CH:29]=[CH:30][CH:31]=1. The catalyst class is: 137. (4) The catalyst class is: 14. Product: [CH3:1][C:2]1[N:10]=[C:9]([C:11]([F:14])([F:12])[F:13])[CH:8]=[CH:7][C:3]=1[C:4]([O:6][CH2:15][CH3:16])=[O:5]. Reactant: [CH3:1][C:2]1[N:10]=[C:9]([C:11]([F:14])([F:13])[F:12])[CH:8]=[CH:7][C:3]=1[C:4]([OH:6])=[O:5].[C:15](Cl)(=O)[CH3:16]. (5) Reactant: [C:1]([O:5][C:6](=[O:37])[NH:7][C@H:8]1[CH2:13][CH2:12][C@H:11]([C:14]2[CH2:15][N:16](CC3C=CC=CC=3)[C:17]3[CH:18]=[N:19][C:20]4[C:25]([C:26]=3[CH:27]=2)=[N:24][C:23]([O:28][CH3:29])=[CH:22][CH:21]=4)[CH2:10][CH2:9]1)([CH3:4])([CH3:3])[CH3:2]. Product: [C:1]([O:5][C:6](=[O:37])[NH:7][C@H:8]1[CH2:9][CH2:10][C@H:11]([CH:14]2[CH2:27][C:26]3[C:25]4[C:20](=[CH:21][CH:22]=[C:23]([O:28][CH3:29])[N:24]=4)[N:19]=[CH:18][C:17]=3[NH:16][CH2:15]2)[CH2:12][CH2:13]1)([CH3:4])([CH3:3])[CH3:2]. The catalyst class is: 63. (6) Reactant: [Cl:1][C:2]1[CH:21]=[C:20]([Cl:22])[CH:19]=[CH:18][C:3]=1[CH2:4][N:5]1[C:9]([CH2:10][CH2:11][C:12]([O:14][CH2:15][CH3:16])=[O:13])=[CH:8][C:7]([OH:17])=[N:6]1.[CH2:23](O)[C:24]1[CH:29]=[CH:28][CH:27]=[CH:26][CH:25]=1.C(P(CCCC)CCCC)CCC.N(C(N1CCCCC1)=O)=NC(N1CCCCC1)=O. Product: [CH2:23]([O:17][C:7]1[CH:8]=[C:9]([CH2:10][CH2:11][C:12]([O:14][CH2:15][CH3:16])=[O:13])[N:5]([CH2:4][C:3]2[CH:18]=[CH:19][C:20]([Cl:22])=[CH:21][C:2]=2[Cl:1])[N:6]=1)[C:24]1[CH:29]=[CH:28][CH:27]=[CH:26][CH:25]=1. The catalyst class is: 7. (7) Reactant: [NH2:1][NH2:2].[C:3]([O:7][C:8](=[O:37])[NH:9][C:10]1([C:14]2[CH:19]=[CH:18][C:17]([C:20]3[C:29]([C:30]4[CH:35]=[CH:34][CH:33]=[CH:32][CH:31]=4)=[CH:28][C:27]4[C:22](=[CH:23][CH:24]=[N:25][C:26]=4Cl)[N:21]=3)=[CH:16][CH:15]=2)[CH2:13][CH2:12][CH2:11]1)([CH3:6])([CH3:5])[CH3:4].C(OCC)(=O)C. Product: [C:3]([O:7][C:8](=[O:37])[NH:9][C:10]1([C:14]2[CH:19]=[CH:18][C:17]([C:20]3[C:29]([C:30]4[CH:35]=[CH:34][CH:33]=[CH:32][CH:31]=4)=[CH:28][C:27]4[C:22](=[CH:23][CH:24]=[N:25][C:26]=4[NH:1][NH2:2])[N:21]=3)=[CH:16][CH:15]=2)[CH2:13][CH2:12][CH2:11]1)([CH3:6])([CH3:5])[CH3:4]. The catalyst class is: 12. (8) Reactant: C[O:2][C:3]([C:5]1[C:13]2[N:12]=[C:11]([C:14](=[O:25])[NH:15][CH:16]3[CH2:21][CH2:20][N:19]([CH:22]([CH3:24])[CH3:23])[CH2:18][CH2:17]3)[N:10]([CH2:26][C:27](=[O:36])[NH:28][C:29]3[CH:34]=[CH:33][C:32]([Cl:35])=[CH:31][N:30]=3)[C:9]=2[CH:8]=[CH:7][CH:6]=1)=[O:4].B(Br)(Br)Br.O.[OH-].[Na+]. The catalyst class is: 4. Product: [Cl:35][C:32]1[CH:33]=[CH:34][C:29]([NH:28][C:27]([CH2:26][N:10]2[C:9]3[CH:8]=[CH:7][CH:6]=[C:5]([C:3]([OH:4])=[O:2])[C:13]=3[N:12]=[C:11]2[C:14](=[O:25])[NH:15][CH:16]2[CH2:21][CH2:20][N:19]([CH:22]([CH3:23])[CH3:24])[CH2:18][CH2:17]2)=[O:36])=[N:30][CH:31]=1. (9) Reactant: [CH3:1][N:2]([CH3:6])[CH2:3][CH2:4][OH:5].[H-].[Na+].F[C:10]1[CH:15]=[CH:14][C:13]([N+:16]([O-])=O)=[CH:12][C:11]=1[C:19]([F:22])([F:21])[F:20].[Cl-].[NH4+]. Product: [CH3:1][N:2]([CH3:6])[CH2:3][CH2:4][O:5][C:10]1[CH:15]=[CH:14][C:13]([NH2:16])=[CH:12][C:11]=1[C:19]([F:20])([F:21])[F:22]. The catalyst class is: 9.